From a dataset of Full USPTO retrosynthesis dataset with 1.9M reactions from patents (1976-2016). Predict the reactants needed to synthesize the given product. (1) The reactants are: [CH:1]([CH:4]1[C:12]2[C:7](=[CH:8][CH:9]=[C:10]([NH:13][C:14](=[O:16])[CH3:15])[CH:11]=2)[N:6]([CH3:17])[C:5]1=[O:18])([CH3:3])[CH3:2].[N+:19]([O-])([OH:21])=[O:20]. Given the product [CH:1]([CH:4]1[C:12]2[C:7](=[CH:8][C:9]([N+:19]([O-:21])=[O:20])=[C:10]([NH:13][C:14](=[O:16])[CH3:15])[CH:11]=2)[N:6]([CH3:17])[C:5]1=[O:18])([CH3:3])[CH3:2], predict the reactants needed to synthesize it. (2) Given the product [F:1][C:2]1[CH:3]=[C:4]([CH:7]=[C:8]([C:10]2[CH:11]=[CH:12][C:13]3[NH:19][C:18](=[S:39])[CH2:17][O:16][C:15]([CH:26]([CH3:28])[CH3:27])([C:21]4[S:22][CH:23]=[CH:24][CH:25]=4)[C:14]=3[CH:29]=2)[CH:9]=1)[C:5]#[N:6], predict the reactants needed to synthesize it. The reactants are: [F:1][C:2]1[CH:3]=[C:4]([CH:7]=[C:8]([C:10]2[CH:11]=[CH:12][C:13]3[NH:19][C:18](=O)[CH2:17][O:16][C:15]([CH:26]([CH3:28])[CH3:27])([C:21]4[S:22][CH:23]=[CH:24][CH:25]=4)[C:14]=3[CH:29]=2)[CH:9]=1)[C:5]#[N:6].COC1C=CC(P2(SP(C3C=CC(OC)=CC=3)(=S)S2)=[S:39])=CC=1. (3) Given the product [CH2:2]([O:7][CH2:8][CH2:9][CH2:10][CH3:11])[CH2:3][CH2:1][CH3:4], predict the reactants needed to synthesize it. The reactants are: [CH:1]1([CH2:4]Cl)[CH2:3][CH2:2]1.[Mg].[O:7]1[CH2:11][CH2:10][CH2:9][CH2:8]1. (4) Given the product [CH3:1][O:2][C:3](=[O:40])[C:4]1[CH:9]=[C:8]([O:10][C:11]2[CH:16]=[CH:15][C:14]([NH2:17])=[C:13]([N:20]([CH2:22][C:23]3[CH:28]=[CH:27][CH:26]=[CH:25][CH:24]=3)[CH3:21])[CH:12]=2)[CH:7]=[CH:6][C:5]=1[NH:29][S:30]([C:33]1[CH:34]=[CH:35][C:36]([CH3:39])=[CH:37][CH:38]=1)(=[O:32])=[O:31], predict the reactants needed to synthesize it. The reactants are: [CH3:1][O:2][C:3](=[O:40])[C:4]1[CH:9]=[C:8]([O:10][C:11]2[CH:16]=[CH:15][C:14]([N+:17]([O-])=O)=[C:13]([N:20]([CH2:22][C:23]3[CH:28]=[CH:27][CH:26]=[CH:25][CH:24]=3)[CH3:21])[CH:12]=2)[CH:7]=[CH:6][C:5]=1[NH:29][S:30]([C:33]1[CH:38]=[CH:37][C:36]([CH3:39])=[CH:35][CH:34]=1)(=[O:32])=[O:31].[Cl-].[NH4+]. (5) Given the product [C:12](/[C:14](=[C:1](\[O:3][CH2:4][CH3:5])/[CH3:2])/[C:15]([O:17][CH2:18][CH3:19])=[O:16])#[N:13], predict the reactants needed to synthesize it. The reactants are: [CH2:1]([O:3][C:4](OCC)(OCC)[CH3:5])[CH3:2].[C:12]([CH2:14][C:15]([O:17][CH2:18][CH3:19])=[O:16])#[N:13]. (6) Given the product [OH:12][CH2:11][CH2:10][N:9]([CH2:15][C:16]([F:17])([F:18])[F:19])[C:6]1[CH:7]=[CH:8][C:3]([C:1]#[N:2])=[C:4]([C:20]([F:22])([F:23])[F:21])[CH:5]=1, predict the reactants needed to synthesize it. The reactants are: [C:1]([C:3]1[CH:8]=[CH:7][C:6]([N:9]([CH2:15][C:16]([F:19])([F:18])[F:17])[CH2:10][C:11](OC)=[O:12])=[CH:5][C:4]=1[C:20]([F:23])([F:22])[F:21])#[N:2].[Li+].[BH4-]. (7) Given the product [O:60]1[CH2:61][CH2:62][CH:57]([NH:56][C:21]([C:17]2[S:16][C:15](/[CH:14]=[CH:13]/[C:12]3[N:8]([C:5]4[CH:6]=[CH:7][C:2]([F:1])=[CH:3][CH:4]=4)[N:9]=[N:10][C:11]=3[CH3:24])=[N:19][C:18]=2[CH3:20])=[O:22])[CH2:58][CH2:59]1, predict the reactants needed to synthesize it. The reactants are: [F:1][C:2]1[CH:7]=[CH:6][C:5]([N:8]2[C:12](/[CH:13]=[CH:14]/[C:15]3[S:16][C:17]([C:21](O)=[O:22])=[C:18]([CH3:20])[N:19]=3)=[C:11]([CH3:24])[N:10]=[N:9]2)=[CH:4][CH:3]=1.CN(C(ON1N=NC2C=CC=CC1=2)=[N+](C)C)C.[B-](F)(F)(F)F.CCN(C(C)C)C(C)C.[NH2:56][CH:57]1[CH2:62][CH2:61][O:60][CH2:59][CH2:58]1. (8) Given the product [CH2:17]([O:21][C:22]1[CH:23]=[CH:24][C:25]([NH:26][CH2:1][C:3]2[CH:16]=[CH:15][C:6]([C:7]([NH:9][CH2:10][CH2:11][C:12]([OH:14])=[O:13])=[O:8])=[CH:5][CH:4]=2)=[CH:27][CH:28]=1)[CH2:18][CH2:19][CH3:20], predict the reactants needed to synthesize it. The reactants are: [CH:1]([C:3]1[CH:16]=[CH:15][C:6]([C:7]([NH:9][CH2:10][CH2:11][C:12]([OH:14])=[O:13])=[O:8])=[CH:5][CH:4]=1)=O.[CH2:17]([O:21][C:22]1[CH:28]=[CH:27][C:25]([NH2:26])=[CH:24][CH:23]=1)[CH2:18][CH2:19][CH3:20].C(O)(=O)C.C([BH3-])#N.[Na+]. (9) Given the product [ClH:18].[CH3:10][C@@H:6]1[CH2:7][NH:8][C@@H:3]([CH2:2][OH:1])[CH2:4][NH:5]1, predict the reactants needed to synthesize it. The reactants are: [OH:1][CH2:2][C@@H:3]1[NH:8][C:7](=O)[C@@H:6]([CH3:10])[NH:5][C:4]1=O.B.C1COCC1.[ClH:18].